From a dataset of Forward reaction prediction with 1.9M reactions from USPTO patents (1976-2016). Predict the product of the given reaction. (1) Given the reactants [CH3:1][O:2][C:3](/[CH:5]=[CH:6]/[C:7]([O:9][CH2:10][C:11]([OH:13])=O)=[O:8])=[O:4].Cl.CN(C)CCCN=C=NCC.Cl.[CH2:27]([O:29][CH2:30][CH2:31][NH:32][CH2:33][CH2:34][O:35][CH2:36][CH3:37])[CH3:28].C(N(C(C)C)CC)(C)C, predict the reaction product. The product is: [C:7]([O:9][CH2:10][C:11](=[O:13])[N:32]([CH2:33][CH2:34][O:35][CH2:36][CH3:37])[CH2:31][CH2:30][O:29][CH2:27][CH3:28])(=[O:8])/[CH:6]=[CH:5]/[C:3]([O:2][CH3:1])=[O:4]. (2) Given the reactants [C:12]([O:11][C:9](O[C:9]([O:11][C:12]([CH3:15])([CH3:14])[CH3:13])=[O:10])=[O:10])([CH3:15])([CH3:14])[CH3:13].Cl.[NH:17]1[CH2:21][CH2:20][C@@H:19]([OH:22])[CH2:18]1.C(N(CC)CC)C, predict the reaction product. The product is: [OH:22][C@@H:19]1[CH2:20][CH2:21][N:17]([C:9]([O:11][C:12]([CH3:13])([CH3:14])[CH3:15])=[O:10])[CH2:18]1. (3) Given the reactants [C:1]([O:5][C:6](=[O:8])[NH2:7])([CH3:4])([CH3:3])[CH3:2].CC(OI1(OC(C)=O)(OC(C)=O)[O:22][C:20](=O)[C:19]2[CH:18]=[CH:17][CH:16]=[CH:15]C1=2)=O, predict the reaction product. The product is: [C:1]([O:5][C:6](=[O:8])[NH:7][CH:16]1[CH2:15][CH:18]([CH2:19][CH:20]=[O:22])[CH2:17]1)([CH3:4])([CH3:3])[CH3:2]. (4) Given the reactants C1(C2N=C(C(C(N[C:15]([CH:17]([NH:26][C:27]([N:29]3[CH2:34][CH2:33][O:32][CH2:31][CH2:30]3)=[O:28])[CH2:18][S:19]([CH2:22][CH:23]([CH3:25])[CH3:24])(=[O:21])=[O:20])=[O:16])CC)=O)ON=2)CC1.FC(F)(F)C(O)=O.[NH2:42][CH:43]([CH2:55][CH3:56])[C@@H:44]([C:46]1[N:50]=[C:49]([C:51]([F:54])([F:53])[F:52])[O:48][N:47]=1)[OH:45].F[P-](F)(F)(F)(F)F.N1(OC(N(C)C)=[N+](C)C)C2N=CC=CC=2N=N1.C(N(C(C)C)CC)(C)C, predict the reaction product. The product is: [CH:23]1([CH2:22][S:19]([CH2:18][C@H:17]([NH:26][C:27]([N:29]2[CH2:30][CH2:31][O:32][CH2:33][CH2:34]2)=[O:28])[C:15](=[O:16])[NH:42][C@H:43]([CH:44]([OH:45])[C:46]2[N:50]=[C:49]([C:51]([F:54])([F:53])[F:52])[O:48][N:47]=2)[CH2:55][CH3:56])(=[O:20])=[O:21])[CH2:24][CH2:25]1. (5) Given the reactants [C:1]([NH:8][CH2:9][CH2:10][C:11]([OH:13])=O)([O:3][C:4]([CH3:7])([CH3:6])[CH3:5])=[O:2].C([N:16]([CH2:19][CH3:20])[CH2:17][CH3:18])C.[I-].ClC1C=[CH:27][CH:26]=[CH:25][N+]=1C.C1CCCCC1.CCOC(C)=O, predict the reaction product. The product is: [N:16]1([C:11](=[O:13])[CH2:10][CH2:9][NH:8][C:1](=[O:2])[O:3][C:4]([CH3:5])([CH3:6])[CH3:7])[CH2:17][CH2:18][CH2:27][CH2:26][CH2:25][CH2:20][CH2:19]1. (6) Given the reactants BrC1C=C([C:8]2[N:9]=[N:10][C:11]([Cl:14])=[CH:12][CH:13]=2)C=C(Br)C=1O.[Cl:17][C:18]1[CH:23]=[CH:22][CH:21]=[C:20]([Cl:24])[C:19]=1[O:25]C, predict the reaction product. The product is: [Cl:17][C:18]1[CH:23]=[C:22]([C:8]2[N:9]=[N:10][C:11]([Cl:14])=[CH:12][CH:13]=2)[CH:21]=[C:20]([Cl:24])[C:19]=1[OH:25].